From a dataset of Forward reaction prediction with 1.9M reactions from USPTO patents (1976-2016). Predict the product of the given reaction. (1) Given the reactants Cl[C:2]1[CH:7]=[CH:6][C:5]([N+:8]([O-:10])=[O:9])=[CH:4][C:3]=1[O:11][CH3:12].[CH3:13][N:14]1[CH2:19][CH2:18][NH:17][CH2:16][CH2:15]1, predict the reaction product. The product is: [CH3:12][O:11][C:3]1[CH:4]=[C:5]([N+:8]([O-:10])=[O:9])[CH:6]=[CH:7][C:2]=1[N:17]1[CH2:18][CH2:19][N:14]([CH3:13])[CH2:15][CH2:16]1. (2) Given the reactants [CH:1]([C:4]1[CH:5]=[C:6]([OH:11])[CH:7]=[C:8]([CH3:10])[CH:9]=1)([CH3:3])[CH3:2].[Na+].Cl[CH2:14][C:15]([O-:17])=[O:16].[OH-].[K+], predict the reaction product. The product is: [CH:1]([C:4]1[CH:5]=[C:6]([CH:7]=[C:8]([CH3:10])[CH:9]=1)[O:11][CH2:14][C:15]([OH:17])=[O:16])([CH3:3])[CH3:2].